Predict the product of the given reaction. From a dataset of Forward reaction prediction with 1.9M reactions from USPTO patents (1976-2016). (1) Given the reactants [Cl:1][C:2]1[CH:3]=[C:4]([C:8]2[C:17]3[C:12](=[CH:13][C:14]([O:18][CH3:19])=[CH:15][CH:16]=3)[C:11](=[O:20])[NH:10][N:9]=2)[CH:5]=[CH:6][CH:7]=1.[H-].[Na+].Br[CH2:24][C:25]([C:27]1([C:30]2[CH:40]=[CH:39][C:33]3[O:34][C:35]([F:38])([F:37])[O:36][C:32]=3[CH:31]=2)[CH2:29][CH2:28]1)=[O:26], predict the reaction product. The product is: [Cl:1][C:2]1[CH:3]=[C:4]([C:8]2[C:17]3[C:12](=[CH:13][C:14]([O:18][CH3:19])=[CH:15][CH:16]=3)[C:11](=[O:20])[N:10]([CH2:24][C:25]([C:27]3([C:30]4[CH:40]=[CH:39][C:33]5[O:34][C:35]([F:37])([F:38])[O:36][C:32]=5[CH:31]=4)[CH2:28][CH2:29]3)=[O:26])[N:9]=2)[CH:5]=[CH:6][CH:7]=1. (2) Given the reactants [Br:1][C:2]1[CH:21]=[CH:20][C:19]([F:22])=[CH:18][C:3]=1[O:4][CH:5]1[CH2:10][CH2:9][N:8]([C:11]2[S:15][C:14]([C:16]#[N:17])=[N:13][N:12]=2)[CH2:7][CH2:6]1.Cl.[NH2:24][OH:25], predict the reaction product. The product is: [Br:1][C:2]1[CH:21]=[CH:20][C:19]([F:22])=[CH:18][C:3]=1[O:4][CH:5]1[CH2:6][CH2:7][N:8]([C:11]2[S:15][C:14]([C:16](=[N:24][OH:25])[NH2:17])=[N:13][N:12]=2)[CH2:9][CH2:10]1. (3) Given the reactants I[Si](C)(C)C.[C:6]([NH:14][C:15]1[S:16][CH2:17][C@@H:18]2[CH2:23][N:22](C(OCC3C=CC=CC=3)=O)[CH2:21][C@:19]2([C:34]2[CH:39]=[CH:38][CH:37]=[CH:36][CH:35]=2)[N:20]=1)(=[O:13])[C:7]1[CH:12]=[CH:11][CH:10]=[CH:9][CH:8]=1, predict the reaction product. The product is: [C:34]1([C@:19]23[CH2:21][NH:22][CH2:23][C@H:18]2[CH2:17][S:16][C:15]([NH:14][C:6](=[O:13])[C:7]2[CH:8]=[CH:9][CH:10]=[CH:11][CH:12]=2)=[N:20]3)[CH:35]=[CH:36][CH:37]=[CH:38][CH:39]=1. (4) Given the reactants [O:1]=[C:2]1[NH:7][C:6](=[O:8])[CH:5]=[CH:4][N:3]1[C@@H:9]1[O:13][C@:12]([CH3:24])([O:14][CH2:15][P:16](=[O:23])([O:20]CC)[O:17]CC)[C@@H:11]([OH:25])[C@H:10]1[OH:26].NC1N=CN=C2C=1N=CN2[C@@H]1O[C@](C)(OCP(=O)(O)O)[C@@H](O)[C@H]1O, predict the reaction product. The product is: [O:1]=[C:2]1[NH:7][C:6](=[O:8])[CH:5]=[CH:4][N:3]1[C@@H:9]1[O:13][C@:12]([CH3:24])([O:14][CH2:15][P:16](=[O:17])([OH:23])[OH:20])[C@@H:11]([OH:25])[C@H:10]1[OH:26].